From a dataset of Catalyst prediction with 721,799 reactions and 888 catalyst types from USPTO. Predict which catalyst facilitates the given reaction. (1) Reactant: [CH2:1]([NH2:8])[C:2]1[CH:7]=[CH:6][CH:5]=[CH:4][CH:3]=1.C[Al](C)C.C[O:14][C:15]([C:17]1[S:18][CH:19]=[CH:20][C:21]=1[NH:22][C:23]1[C:24]2[CH:31]=[CH:30][NH:29][C:25]=2[N:26]=[CH:27][N:28]=1)=O.O. Product: [CH2:1]([NH:8][C:15]([C:17]1[S:18][CH:19]=[CH:20][C:21]=1[NH:22][C:23]1[C:24]2[CH:31]=[CH:30][NH:29][C:25]=2[N:26]=[CH:27][N:28]=1)=[O:14])[C:2]1[CH:7]=[CH:6][CH:5]=[CH:4][CH:3]=1. The catalyst class is: 224. (2) Reactant: [NH2:1][C:2]1[CH:9]=[C:8]([NH:10][CH2:11][CH2:12][O:13][CH3:14])[C:5]([C:6]#[N:7])=[CH:4][N:3]=1.N1([C:20](N2C=NC=N2)=[O:21])C=NC=N1.[CH3:27][O:28][CH:29]([O:49][CH3:50])[C:30]1[C:39]([CH2:40][N:41]2[CH2:46][CH2:45][N:44]([CH3:47])[CH2:43][C:42]2=[O:48])=[CH:38][C:37]2[CH2:36][CH2:35][CH2:34][NH:33][C:32]=2[N:31]=1. Product: [C:6]([C:5]1[C:8]([NH:10][CH2:11][CH2:12][O:13][CH3:14])=[CH:9][C:2]([NH:1][C:20]([N:33]2[C:32]3[C:37](=[CH:38][C:39]([CH2:40][N:41]4[CH2:46][CH2:45][N:44]([CH3:47])[CH2:43][C:42]4=[O:48])=[C:30]([CH:29]([O:49][CH3:50])[O:28][CH3:27])[N:31]=3)[CH2:36][CH2:35][CH2:34]2)=[O:21])=[N:3][CH:4]=1)#[N:7]. The catalyst class is: 3. (3) Product: [Cl:1][C:2]1[CH:3]=[C:4]([CH:9]([NH:12][C:13]([C:15]2[NH:16][CH:17]=[C:18]([C:20]3[C:24]([C:25]4[CH:30]=[CH:29][C:28]([CH2:31][NH:32][C:37](=[O:38])[CH2:36][CH2:35][CH2:34][OH:39])=[C:27]([Cl:33])[CH:26]=4)=[CH:23][NH:22][N:21]=3)[CH:19]=2)=[O:14])[CH2:10][OH:11])[CH:5]=[CH:6][C:7]=1[F:8]. The catalyst class is: 549. Reactant: [Cl:1][C:2]1[CH:3]=[C:4]([CH:9]([NH:12][C:13]([C:15]2[NH:16][CH:17]=[C:18]([C:20]3[C:24]([C:25]4[CH:30]=[CH:29][C:28]([CH2:31][NH2:32])=[C:27]([Cl:33])[CH:26]=4)=[CH:23][NH:22][N:21]=3)[CH:19]=2)=[O:14])[CH2:10][OH:11])[CH:5]=[CH:6][C:7]=1[F:8].[C:34]1(=[O:39])[O:38][CH2:37][CH2:36][CH2:35]1.C[Al](C)C. (4) Reactant: [F:1][C:2]([F:11])([F:10])[C:3]1[CH:8]=[CH:7][CH:6]=[CH:5][C:4]=1[OH:9].C(=O)([O-])[O-].[Cs+].[Cs+].[C:18]([O:22][C:23]([N:25]1[CH2:30][CH2:29][CH:28](OS(C)(=O)=O)[CH2:27][CH2:26]1)=[O:24])([CH3:21])([CH3:20])[CH3:19]. Product: [C:18]([O:22][C:23]([N:25]1[CH2:30][CH2:29][CH:28]([O:9][C:4]2[CH:5]=[CH:6][CH:7]=[CH:8][C:3]=2[C:2]([F:10])([F:11])[F:1])[CH2:27][CH2:26]1)=[O:24])([CH3:21])([CH3:19])[CH3:20]. The catalyst class is: 18. (5) Reactant: CN(C(ON1N=NC2C=CC=NC1=2)=[N+](C)C)C.F[P-](F)(F)(F)(F)F.C(N(C(C)C)C(C)C)C.[K+].[CH3:35][C:36]1[O:40][C:39]([C:41]([O-:43])=O)=[N:38][N:37]=1.[F:44][C:45]1[CH:50]=[CH:49][C:48]([N:51]2[C:59]3[C:54](=[CH:55][C:56]([O:60][C@@H:61]([C:65]4[CH:70]=[CH:69][CH:68]=[CH:67][CH:66]=4)[C@H:62]([NH2:64])[CH3:63])=[CH:57][CH:58]=3)[CH:53]=[N:52]2)=[CH:47][CH:46]=1. Product: [F:44][C:45]1[CH:46]=[CH:47][C:48]([N:51]2[C:59]3[C:54](=[CH:55][C:56]([O:60][C@H:61]([C:65]4[CH:66]=[CH:67][CH:68]=[CH:69][CH:70]=4)[C@@H:62]([NH:64][C:41]([C:39]4[O:40][C:36]([CH3:35])=[N:37][N:38]=4)=[O:43])[CH3:63])=[CH:57][CH:58]=3)[CH:53]=[N:52]2)=[CH:49][CH:50]=1. The catalyst class is: 174. (6) Reactant: [C:1]([C:4]1[C:5]([NH:28][CH2:29][C:30]2[C:35]([F:36])=[CH:34][CH:33]=[C:32]([F:37])[C:31]=2[F:38])=[CH:6][C:7]([NH:10][C:11]2[CH:12]=[C:13]3[C:18](=[CH:19][CH:20]=2)[CH2:17][N:16](C(OC(C)(C)C)=O)[CH2:15][CH2:14]3)=[N:8][CH:9]=1)(=[O:3])[NH2:2].[ClH:39].CCOC(C)=O. Product: [ClH:39].[ClH:39].[CH2:17]1[C:18]2[C:13](=[CH:12][C:11]([NH:10][C:7]3[CH:6]=[C:5]([NH:28][CH2:29][C:30]4[C:35]([F:36])=[CH:34][CH:33]=[C:32]([F:37])[C:31]=4[F:38])[C:4]([C:1]([NH2:2])=[O:3])=[CH:9][N:8]=3)=[CH:20][CH:19]=2)[CH2:14][CH2:15][NH:16]1. The catalyst class is: 25. (7) Reactant: [F:1][C:2]1[CH:28]=[C:27]([F:29])[CH:26]=[CH:25][C:3]=1[O:4][CH:5]1[CH2:10][CH2:9][N:8]([C:11]2[N:12]=[C:13]3[CH2:24][CH2:23][NH:22][CH2:21][C:14]3=[N:15][C:16]=2[NH:17][CH:18]([CH3:20])[CH3:19])[CH2:7][CH2:6]1.CCN(C(C)C)C(C)C.[C:39](O[C:39](=[O:42])[CH2:40][CH3:41])(=[O:42])[CH2:40][CH3:41]. Product: [F:1][C:2]1[CH:28]=[C:27]([F:29])[CH:26]=[CH:25][C:3]=1[O:4][CH:5]1[CH2:6][CH2:7][N:8]([C:11]2[N:12]=[C:13]3[CH2:24][CH2:23][N:22]([C:39](=[O:42])[CH2:40][CH3:41])[CH2:21][C:14]3=[N:15][C:16]=2[NH:17][CH:18]([CH3:20])[CH3:19])[CH2:9][CH2:10]1. The catalyst class is: 2. (8) Reactant: C1(P(C2C=CC=CC=2)C2C=CC=CC=2)C=CC=CC=1.N(C(OCC)=O)=NC(OCC)=O.[I-:32].[Li+].[Cl:34][C:35]1[CH:42]=[CH:41][C:38]([C:39]#[N:40])=[C:37]([NH:43][CH:44]([C:48]2[CH:53]=[CH:52][CH:51]=[CH:50][CH:49]=2)[CH2:45][CH2:46]O)[CH:36]=1. Product: [Cl:34][C:35]1[CH:42]=[CH:41][C:38]([C:39]#[N:40])=[C:37]([NH:43][CH:44]([C:48]2[CH:53]=[CH:52][CH:51]=[CH:50][CH:49]=2)[CH2:45][CH2:46][I:32])[CH:36]=1. The catalyst class is: 7. (9) Reactant: [Cl:1][C:2]1[N:7]=[C:6]([CH2:8][C:9]([C:11]2[C:12]([F:29])=[C:13]([NH:17][S:18]([C:21]3[C:26]([F:27])=[CH:25][CH:24]=[CH:23][C:22]=3[F:28])(=[O:20])=[O:19])[CH:14]=[CH:15][CH:16]=2)=O)[CH:5]=[CH:4][N:3]=1.C1C(=O)N(Br)C(=O)C1.[O:38]1[CH2:43][CH2:42][CH:41]([C:44](=[S:46])[NH2:45])[CH2:40][CH2:39]1.O. Product: [Cl:1][C:2]1[N:7]=[C:6]([C:8]2[S:46][C:44]([CH:41]3[CH2:42][CH2:43][O:38][CH2:39][CH2:40]3)=[N:45][C:9]=2[C:11]2[C:12]([F:29])=[C:13]([NH:17][S:18]([C:21]3[C:26]([F:27])=[CH:25][CH:24]=[CH:23][C:22]=3[F:28])(=[O:20])=[O:19])[CH:14]=[CH:15][CH:16]=2)[CH:5]=[CH:4][N:3]=1. The catalyst class is: 44. (10) Reactant: C([O:3][C:4]([C:6]1[N:7]([CH2:36][C:37]2[CH:42]=[CH:41][CH:40]=[C:39]([Cl:43])[CH:38]=2)[C:8]2[C:13]([C:14]=1[NH:15][C:16](=[O:27])[CH2:17][CH2:18][C:19]1[CH:24]=[CH:23][C:22]([O:25][CH3:26])=[CH:21][CH:20]=1)=[CH:12][CH:11]=[C:10]([C:28]1[CH:33]=[C:32]([F:34])[CH:31]=[C:30]([F:35])[CH:29]=1)[CH:9]=2)=[O:5])C.[OH-].[K+]. Product: [Cl:43][C:39]1[CH:38]=[C:37]([CH:42]=[CH:41][CH:40]=1)[CH2:36][N:7]1[C:8]2[C:13](=[CH:12][CH:11]=[C:10]([C:28]3[CH:33]=[C:32]([F:34])[CH:31]=[C:30]([F:35])[CH:29]=3)[CH:9]=2)[C:14]([NH:15][C:16](=[O:27])[CH2:17][CH2:18][C:19]2[CH:24]=[CH:23][C:22]([O:25][CH3:26])=[CH:21][CH:20]=2)=[C:6]1[C:4]([OH:5])=[O:3]. The catalyst class is: 12.